Task: Predict the reactants needed to synthesize the given product.. Dataset: Full USPTO retrosynthesis dataset with 1.9M reactions from patents (1976-2016) (1) The reactants are: CO[C:3](=[O:21])[C:4]1[CH:9]=[CH:8][C:7]([O:10][CH2:11][C:12]2[C:13]([CH2:17][CH2:18][CH2:19][CH3:20])=[N:14][O:15][CH:16]=2)=[N:6][CH:5]=1.[F:22][C:23]([F:27])([F:26])[CH2:24][NH2:25]. Given the product [CH2:17]([C:13]1[C:12]([CH2:11][O:10][C:7]2[CH:8]=[CH:9][C:4]([C:3]([NH:25][CH2:24][C:23]([F:27])([F:26])[F:22])=[O:21])=[CH:5][N:6]=2)=[CH:16][O:15][N:14]=1)[CH2:18][CH2:19][CH3:20], predict the reactants needed to synthesize it. (2) Given the product [OH:30][C:31]1[CH:36]=[CH:35][C:34]([C:7]2[CH:8]=[C:9]3[C:14](=[CH:15][CH:16]=2)[C:13]([C:17]([O:19][CH2:20][CH3:21])=[O:18])=[CH:12][CH:11]=[CH:10]3)=[CH:33][CH:32]=1, predict the reactants needed to synthesize it. The reactants are: FC(F)(F)S(O[C:7]1[CH:8]=[C:9]2[C:14](=[CH:15][CH:16]=1)[C:13]([C:17]([O:19][CH2:20][CH3:21])=[O:18])=[CH:12][CH:11]=[CH:10]2)(=O)=O.C([O-])([O-])=O.[Na+].[Na+].[OH:30][C:31]1[CH:36]=[CH:35][C:34](B(O)O)=[CH:33][CH:32]=1. (3) Given the product [CH3:16][N:17]([CH3:35])[C:18]1[CH:19]=[CH:20][C:21]([CH2:24][N:25]([C:26]2[CH:31]=[CH:30][C:29]([CH:32]([CH3:33])[CH3:34])=[CH:28][CH:27]=2)[C:13]([CH:9]2[C:10]3[C:5](=[CH:4][C:3]([O:2][CH3:1])=[CH:12][CH:11]=3)[CH2:6][CH2:7][CH2:8]2)=[O:15])=[CH:22][CH:23]=1, predict the reactants needed to synthesize it. The reactants are: [CH3:1][O:2][C:3]1[CH:4]=[C:5]2[C:10](=[CH:11][CH:12]=1)[CH:9]([C:13]([OH:15])=O)[CH2:8][CH2:7][CH2:6]2.[CH3:16][N:17]([CH3:35])[C:18]1[CH:23]=[CH:22][C:21]([CH2:24][NH:25][C:26]2[CH:31]=[CH:30][C:29]([CH:32]([CH3:34])[CH3:33])=[CH:28][CH:27]=2)=[CH:20][CH:19]=1. (4) Given the product [CH3:1][O:2][C:3](=[O:19])[C:4]1[CH:9]=[C:8]([O:10][S:31]([C:30]([F:43])([F:42])[F:29])(=[O:33])=[O:32])[CH:7]=[C:6]([O:11][CH2:12][C:13]2[CH:18]=[CH:17][CH:16]=[CH:15][CH:14]=2)[CH:5]=1, predict the reactants needed to synthesize it. The reactants are: [CH3:1][O:2][C:3](=[O:19])[C:4]1[CH:9]=[C:8]([OH:10])[CH:7]=[C:6]([O:11][CH2:12][C:13]2[CH:18]=[CH:17][CH:16]=[CH:15][CH:14]=2)[CH:5]=1.C(N(C(C)C)CC)(C)C.[F:29][C:30]([F:43])([F:42])[S:31](O[S:31]([C:30]([F:43])([F:42])[F:29])(=[O:33])=[O:32])(=[O:33])=[O:32]. (5) Given the product [CH:1]([O:4][C:5]([C:7]1[C:12](=[O:13])[N:11]([CH2:14][C:15]2[CH:20]=[CH:19][CH:18]=[C:17]([F:21])[CH:16]=2)[C:10]2[CH:22]=[CH:23][S:24][C:9]=2[C:8]=1[N:25]1[CH2:26][CH2:27][N:28]([C:66]([C:64]2[S:65][C:61]([F:60])=[CH:62][CH:63]=2)=[O:67])[CH2:29][CH2:30]1)=[O:6])([CH3:3])[CH3:2], predict the reactants needed to synthesize it. The reactants are: [CH:1]([O:4][C:5]([C:7]1[C:12](=[O:13])[N:11]([CH2:14][C:15]2[CH:20]=[CH:19][CH:18]=[C:17]([F:21])[CH:16]=2)[C:10]2[CH:22]=[CH:23][S:24][C:9]=2[C:8]=1[N:25]1[CH2:30][CH2:29][NH:28][CH2:27][CH2:26]1)=[O:6])([CH3:3])[CH3:2].C1C=CC2N(O)N=NC=2C=1.CCN=C=NCCCN(C)C.Cl.C(N(CC)CC)C.[F:60][C:61]1[S:65][C:64]([C:66](O)=[O:67])=[CH:63][CH:62]=1.C([O-])(O)=O.[Na+]. (6) Given the product [CH2:7]=[C:3]([CH2:10][CH2:11][C:12]1[CH:13]=[CH:14][CH:15]=[CH:16][CH:17]=1)[C:4]([O:6][CH2:19][CH3:20])=[O:5], predict the reactants needed to synthesize it. The reactants are: C([C:3]([CH2:10][CH2:11][C:12]1[CH:17]=[CH:16][CH:15]=[CH:14][CH:13]=1)([C:7](O)=O)[C:4]([OH:6])=[O:5])C.N1CCC[CH2:20][CH2:19]1.C=O.